Dataset: Experimentally validated miRNA-target interactions with 360,000+ pairs, plus equal number of negative samples. Task: Binary Classification. Given a miRNA mature sequence and a target amino acid sequence, predict their likelihood of interaction. (1) The miRNA is hsa-miR-100-5p with sequence AACCCGUAGAUCCGAACUUGUG. The protein sequence of the target gene is MTFGRGGAASVVLNVGGARYSLSRELLKDFPLRRVSRLHGCRSERDVLEVCDDYDRERNEYFFDRHSEAFGFILLYVRGHGKLRFAPRMCELSFYNEMIYWGLEGAHLEYCCQRRLDDRMSDTHTFHAADELGREQPRPAGPEAAPSRRWLERMRRTFEEPTSSLAAQILASVSVVFVIVSMVVLCASTLPDWRAAVADNRSLDDRSRYSASPGREPSGIIEAICIGWFTAECIVRFIVSKNKCEFVKRPLNIIDLLAITPYYISVLMTVFTGENSQLQRAGVTLRVLRMMRIFWVIKLA.... Result: 0 (no interaction). (2) Result: 0 (no interaction). The protein sequence of the target gene is MRQPPGESDMAVSDALLPSFSTFASGPAGREKTLRPAGAPTNRWREELSHMKRLPPLPGRPYDLAATVATDLESGGAGAACSSNNPALLARRETEEFNDLLDLDFILSNSLTHQESVAATVTTSASASSSSSPASSGPASAPSTCSFSYPIRAGGDPGVAASNTGGGLLYSRESAPPPTAPFNLADINDVSPSGGFVAELLRPELDPVYIPPQQPQPPGGGLMGKFVLKASLTTPGSEYSSPSVISVSKGSPDGSHPVVVAPYSGGPPRMCPKIKQEAVPSCTVSRSLEAHLSAGPQLSN.... The miRNA is dme-miR-1-3p with sequence UGGAAUGUAAAGAAGUAUGGAG. (3) The miRNA is hsa-miR-6746-5p with sequence CCGGGAGAAGGAGGUGGCCUGG. The protein sequence of the target gene is MQREEKQLEASLDALLSQVADLKNSLGSFICKLENEYGRLTWPSVLDSFALLSGQLNTLNKVLKHEKTPLFRNQVIIPLVLSPDRDEDLMRQTEGRVPVFSHEVVPDHLRTKPDPEVEEQEKQLTTDAARIGADAAQKQIQSLNKMCSNLLEKISKEERESESGGLRPNKQTFNPTDTNALVAAVAFGKGLSNWRPSGSSGPGQAGQPGAGTILAGTSGLQQVQMAGAPSQQQPMLSGVQMAQAGQPGKMPSGIKTNIKSASMHPYQR. Result: 0 (no interaction). (4) The miRNA is hsa-miR-23a-3p with sequence AUCACAUUGCCAGGGAUUUCC. The protein sequence of the target gene is MEAPAPAETAGCEELDMDVMRPLINEQNFDGSSDEEQEQTLVPIQKHYQLDGQHGISFLQTLVHLLKGNIGTGLLGLPLAIKNAGIVLGPISLVFIGIISVHCMHILVRCSHFLCQRFKKSTLGYSDTVSFAMEASPWSCLQRQAAWGRQVVDFFLVITQLGFCSVYIVFLAENVKQVHEGFLGSTPIVSNGSDLSHACERRSVDLRVYMLCFLPLIILLVFIRELKNLFVLSFLANISMAASLVIIYQYVVRNMPDPHNLPIVAGWKKYPLFFGTAVFAFEGIGVVLPLENQMRESKRF.... Result: 0 (no interaction). (5) The miRNA is cel-miR-792-3p with sequence UUGAAAUCUCUUCAACUUUCAGA. The protein sequence of the target gene is MLPFILFSTLLSPILTESEKQQWFCNSSDAIISYSYCDHLKFPISISSEPCIRLRGTNGFVHVEFIPRGNLKYLYFNLFISVNSIELPKRKEVLCHGHDDDYSFCRALKGETVNTSIPFSFEGILFPKGHYRCVAEAIAGDTEEKLFCLNFTIIHRRDVN. Result: 0 (no interaction). (6) The miRNA is cel-miR-1-3p with sequence UGGAAUGUAAAGAAGUAUGUA. The protein sequence of the target gene is MLENYRNLVFVGIAASKPDLITCLEQGKEPWNVKRHEMVAEPPVVCSYFARDLWPKQGKKNYFQKVILRRYKKCGCENLQLRKYCKSMDECKVHKECYNGLNQCLTTTQNKIFQCDKYVKVFHKFSNSNRHTIRHTGKKSFKCKECEKSFCMLSHLAQHKRIHSGEKPYKCKECGKAYNETSNLSTHKRIHTGKKPYKCEECGKAFNRLSHLTTHKIIHTGKKPYKCEECGKAFNQSANLTTHKRIHTGEKPYKCEECGRAFSQSSTLTAHKIIHAGEKPYKCEECGKAFSQSSTLTTHK.... Result: 0 (no interaction).